Dataset: Full USPTO retrosynthesis dataset with 1.9M reactions from patents (1976-2016). Task: Predict the reactants needed to synthesize the given product. (1) Given the product [CH3:37][N:34]1[CH2:35][CH2:36][N:31]([C:27]2[N:26]3[CH:38]=[C:23]([CH2:22][N:11]([CH2:9][C:6]4[CH:5]=[CH:4][C:3]([CH2:39][CH:40]([CH3:42])[CH3:41])=[CH:8][CH:7]=4)[C@@H:12]4[C:21]5[N:20]=[CH:19][CH:18]=[CH:17][C:16]=5[CH2:15][CH2:14][CH2:13]4)[N:24]=[C:25]3[CH:30]=[CH:29][CH:28]=2)[CH2:32][CH2:33]1, predict the reactants needed to synthesize it. The reactants are: CO[C:3]1[CH:8]=[CH:7][C:6]([C@@H:9]([N:11]([CH2:22][C:23]2[N:24]=[C:25]3[CH:30]=[CH:29][CH:28]=[C:27]([N:31]4[CH2:36][CH2:35][N:34]([CH3:37])[CH2:33][CH2:32]4)[N:26]3[CH:38]=2)[C@@H:12]2[C:21]3[N:20]=[CH:19][CH:18]=[CH:17][C:16]=3[CH2:15][CH2:14][CH2:13]2)C)=[CH:5][CH:4]=1.[CH2:39](C1C=CC(C=O)=CC=1)[CH:40]([CH3:42])[CH3:41]. (2) Given the product [OH:44][C:27]([CH3:43])([CH3:26])[CH2:28][N:29]1[CH:33]=[C:32]([C:2]2[CH:25]=[CH:24][C:5]3[C:6]4[N:7]=[C:8]([C:14]5[N:15]([CH2:19][C:20]([NH:22][CH3:23])=[O:21])[CH:16]=[CH:17][N:18]=5)[S:9][C:10]=4[CH2:11][CH2:12][O:13][C:4]=3[CH:3]=2)[CH:31]=[N:30]1, predict the reactants needed to synthesize it. The reactants are: Br[C:2]1[CH:25]=[CH:24][C:5]2[C:6]3[N:7]=[C:8]([C:14]4[N:15]([CH2:19][C:20]([NH:22][CH3:23])=[O:21])[CH:16]=[CH:17][N:18]=4)[S:9][C:10]=3[CH2:11][CH2:12][O:13][C:4]=2[CH:3]=1.[CH3:26][C:27]([OH:44])([CH3:43])[CH2:28][N:29]1[CH:33]=[C:32](B2OC(C)(C)C(C)(C)O2)[CH:31]=[N:30]1. (3) Given the product [OH:32][C:7]1[CH:2]=[C:3]([NH:8][C:9]([NH:11][CH2:12][CH2:13][N:14]2[C:18](=[O:19])[C:17]3=[CH:20][CH:21]=[CH:22][CH:23]=[C:16]3[C:15]2=[O:24])=[O:10])[CH:4]=[CH:5][CH:6]=1, predict the reactants needed to synthesize it. The reactants are: O[C:2]1[CH:7]=[CH:6][CH:5]=[CH:4][C:3]=1[NH:8][C:9]([NH:11][CH2:12][CH2:13][N:14]1[C:18](=[O:19])[C:17]2=[CH:20][CH:21]=[CH:22][CH:23]=[C:16]2[C:15]1=[O:24])=[O:10].NC1C=C([OH:32])C=CC=1. (4) Given the product [NH2:20][C:17]1[CH:16]=[CH:15][C:14]([C:11]2[NH:10][C:9](=[S:8])[O:13][N:12]=2)=[CH:19][CH:18]=1, predict the reactants needed to synthesize it. The reactants are: C(O)(C(F)(F)F)=O.[S:8]=[C:9]1[O:13][N:12]=[C:11]([C:14]2[CH:19]=[CH:18][C:17]([NH:20]C(=O)OC(C)(C)C)=[CH:16][CH:15]=2)[NH:10]1. (5) Given the product [Cl:61][C:60]1[C:55]2[B:56]([OH:59])[O:57][CH2:58][C:54]=2[CH:53]=[CH:52][C:51]=1[O:50][CH2:49][C:46]([NH:45][C:7](=[O:9])[C:6]1[CH:5]=[CH:4][C:3]([C:1]#[N:2])=[CH:11][CH:10]=1)([C:47]#[N:48])[CH3:62], predict the reactants needed to synthesize it. The reactants are: [C:1]([C:3]1[CH:11]=[CH:10][C:6]([C:7]([OH:9])=O)=[CH:5][CH:4]=1)#[N:2].CN(C(ON1N=NC2C=CC=NC1=2)=[N+](C)C)C.F[P-](F)(F)(F)(F)F.CCN(C(C)C)C(C)C.[NH2:45][C:46]([CH3:62])([CH2:49][O:50][C:51]1[CH:52]=[CH:53][C:54]2[CH2:58][O:57][B:56]([OH:59])[C:55]=2[C:60]=1[Cl:61])[C:47]#[N:48]. (6) Given the product [CH2:34]([O:41][CH2:42][C:43]([CH:15]1[CH2:14][CH2:13][CH2:12][C:11]2[CH:18]=[C:7]([N:6]3[CH2:5][C@H:4]([CH2:19][NH:20][C:21](=[O:23])[CH3:22])[O:3][C:2]3=[O:1])[CH:8]=[CH:9][C:10]=2[C:16]1=[O:17])=[O:44])[C:35]1[CH:40]=[CH:39][CH:38]=[CH:37][CH:36]=1, predict the reactants needed to synthesize it. The reactants are: [O:1]=[C:2]1[N:6]([C:7]2[CH:8]=[CH:9][C:10]3[C:16](=[O:17])[CH2:15][CH2:14][CH2:13][CH2:12][C:11]=3[CH:18]=2)[CH2:5][C@H:4]([CH2:19][NH:20][C:21](=[O:23])[CH3:22])[O:3]1.[Li+].C[Si]([N-][Si](C)(C)C)(C)C.[CH2:34]([O:41][CH2:42][C:43](Cl)=[O:44])[C:35]1[CH:40]=[CH:39][CH:38]=[CH:37][CH:36]=1.[Cl-].[NH4+]. (7) Given the product [CH2:24]([CH:23]([N:13]1[CH2:12][CH2:11][N:10]([C:7]2[CH:6]=[CH:5][C:4]([N+:1]([O-:3])=[O:2])=[CH:9][N:8]=2)[CH2:15][CH2:14]1)[CH2:26][CH3:27])[CH3:25], predict the reactants needed to synthesize it. The reactants are: [N+:1]([C:4]1[CH:5]=[CH:6][C:7]([N:10]2[CH2:15][CH2:14][NH:13][CH2:12][CH2:11]2)=[N:8][CH:9]=1)([O-:3])=[O:2].C(=O)([O-])[O-].[K+].[K+].Br[CH:23]([CH2:26][CH3:27])[CH2:24][CH3:25]. (8) Given the product [ClH:1].[Cl:1][C:2]1[CH:9]=[CH:8][C:5]([CH:6]=[N:18][NH:17][C:14]([NH2:16])=[NH:15])=[CH:4][C:3]=1[C:10]([F:13])([F:12])[F:11], predict the reactants needed to synthesize it. The reactants are: [Cl:1][C:2]1[CH:9]=[CH:8][C:5]([CH:6]=O)=[CH:4][C:3]=1[C:10]([F:13])([F:12])[F:11].[C:14]([NH:17][NH2:18])([NH2:16])=[NH:15].Cl. (9) Given the product [CH3:1][O:2][C:3]1[CH:4]=[C:5]([S:11]([N:14]2[CH:18]=[CH:17][C:16]([CH2:19][CH2:20][CH2:21][CH2:22][C:23]([O:25][CH2:26][CH3:27])=[O:24])=[CH:15]2)(=[O:12])=[O:13])[CH:6]=[CH:7][C:8]=1[O:9][CH3:10], predict the reactants needed to synthesize it. The reactants are: [CH3:1][O:2][C:3]1[CH:4]=[C:5]([S:11]([N:14]2[CH:18]=[CH:17][C:16]([CH:19]=[CH:20][CH:21]=[CH:22][C:23]([O:25][CH2:26][CH3:27])=[O:24])=[CH:15]2)(=[O:13])=[O:12])[CH:6]=[CH:7][C:8]=1[O:9][CH3:10]. (10) Given the product [Cl:1][C:2]1[CH:7]=[C:6]([N:8]([CH3:10])[CH3:9])[C:5]([F:11])=[CH:4][C:3]=1[C:12]1[CH:17]=[CH:16][N:15]=[C:14]([NH:18][CH:19]([CH3:23])[CH2:20][O:21][CH3:22])[C:13]=1[NH2:24], predict the reactants needed to synthesize it. The reactants are: [Cl:1][C:2]1[CH:7]=[C:6]([N:8]([CH3:10])[CH3:9])[C:5]([F:11])=[CH:4][C:3]=1[C:12]1[CH:17]=[CH:16][N:15]=[C:14]([NH:18][CH:19]([CH3:23])[CH2:20][O:21][CH3:22])[C:13]=1[N+:24]([O-])=O.Cl[Sn]Cl.O.